This data is from Catalyst prediction with 721,799 reactions and 888 catalyst types from USPTO. The task is: Predict which catalyst facilitates the given reaction. (1) Product: [CH3:1][O:2][C:3]1[CH:4]=[C:5]2[C:10](=[C:11]([CH3:14])[C:12]=1[CH3:13])[N:9]([CH2:15][CH2:16][CH2:17][NH:18][C:22](=[O:29])[C:23]1[CH:28]=[CH:27][CH:26]=[CH:25][CH:24]=1)[CH2:8][C:7]1([CH2:19][CH2:20][CH2:21]1)[CH2:6]2. Reactant: [CH3:1][O:2][C:3]1[CH:4]=[C:5]2[C:10](=[C:11]([CH3:14])[C:12]=1[CH3:13])[N:9]([CH2:15][CH2:16][CH2:17][NH2:18])[CH2:8][C:7]1([CH2:21][CH2:20][CH2:19]1)[CH2:6]2.[C:22](O)(=[O:29])[C:23]1[CH:28]=[CH:27][CH:26]=[CH:25][CH:24]=1.C1(N=C=NC2CCCCC2)CCCCC1. The catalyst class is: 112. (2) Reactant: [Br:1][C:2]1[CH:7]=[CH:6][C:5]([C:8](=[O:13])[C:9]([F:12])([F:11])[F:10])=[CH:4][C:3]=1[CH2:14][CH3:15].[Si]([C:20]([F:23])([F:22])[F:21])(C)(C)C.CCCC[N+](CCCC)(CCCC)CCCC.[F-]. Product: [Br:1][C:2]1[CH:7]=[CH:6][C:5]([C:8]([OH:13])([C:20]([F:23])([F:22])[F:21])[C:9]([F:11])([F:12])[F:10])=[CH:4][C:3]=1[CH2:14][CH3:15]. The catalyst class is: 1. (3) Reactant: [CH2:1]([NH2:4])[C:2]#[CH:3].[CH2:5]([O:12][C:13](Cl)=[O:14])[C:6]1[CH:11]=[CH:10][CH:9]=[CH:8][CH:7]=1. Product: [CH2:5]([O:12][C:13](=[O:14])[NH:4][CH2:1][C:2]#[CH:3])[C:6]1[CH:11]=[CH:10][CH:9]=[CH:8][CH:7]=1. The catalyst class is: 298. (4) Reactant: C(N(C(C)C)CC)(C)C.[CH2:10]([NH:17][C:18]([C:20]1[C:21](Cl)=[C:22]2[CH:28]=[N:27][N:26]([CH2:29][CH3:30])[C:23]2=[N:24][CH:25]=1)=[O:19])[C:11]1[CH:16]=[CH:15][CH:14]=[CH:13][CH:12]=1.Cl.[F:33][C:34]1(F)[CH2:39][CH2:38][CH:37]([NH2:40])[CH2:36][CH2:35]1. The catalyst class is: 10. Product: [CH2:29]([N:26]1[C:23]2=[N:24][CH:25]=[C:20]([C:18]([NH:17][CH2:10][C:11]3[CH:16]=[CH:15][CH:14]=[CH:13][CH:12]=3)=[O:19])[C:21]([NH:40][CH:37]3[CH2:38][CH2:39][C:34]([F:33])=[CH:35][CH2:36]3)=[C:22]2[CH:28]=[N:27]1)[CH3:30]. (5) Reactant: [H-].[Na+].Cl[CH2:4][O:5][CH2:6][CH2:7][Si:8]([CH3:11])([CH3:10])[CH3:9].[Cl:12][C:13]1[CH:14]=[C:15]([CH2:20][OH:21])[CH:16]=[N:17][C:18]=1[Cl:19].O. Product: [Cl:19][C:18]1[C:13]([Cl:12])=[CH:14][C:15]([CH2:20][O:21][CH2:4][O:5][CH2:6][CH2:7][Si:8]([CH3:11])([CH3:10])[CH3:9])=[CH:16][N:17]=1. The catalyst class is: 49. (6) Reactant: [F:1][C:2]1[CH:3]=[C:4]([NH:10][C:11](=[NH:21])[CH2:12][C:13](=[O:20])[C:14]2[CH:19]=[CH:18][CH:17]=[CH:16][CH:15]=2)[CH:5]=[CH:6][C:7]=1[O:8][CH3:9].[C:22](OC)(=[O:25])[C:23]#[CH:24].C(OCC)C. Product: [NH2:21][C:11]1[N:10]([C:4]2[CH:5]=[CH:6][C:7]([O:8][CH3:9])=[C:2]([F:1])[CH:3]=2)[C:22](=[O:25])[CH:23]=[CH:24][C:12]=1[C:13](=[O:20])[C:14]1[CH:15]=[CH:16][CH:17]=[CH:18][CH:19]=1. The catalyst class is: 5. (7) Reactant: C(O[C:4](=[N:6][C:7](=O)[C:8]1[CH:13]=[CH:12][CH:11]=[C:10]([Cl:14])[CH:9]=1)[CH3:5])C.Cl.[NH:17]([C:19]1[CH:24]=[CH:23][C:22]([S:25]([NH2:28])(=[O:27])=[O:26])=[CH:21][CH:20]=1)[NH2:18].C(N(CC)CC)C.O. Product: [Cl:14][C:10]1[CH:9]=[C:8]([C:7]2[N:17]([C:19]3[CH:20]=[CH:21][C:22]([S:25]([NH2:28])(=[O:27])=[O:26])=[CH:23][CH:24]=3)[N:18]=[C:4]([CH3:5])[N:6]=2)[CH:13]=[CH:12][CH:11]=1. The catalyst class is: 98. (8) Reactant: C([O:9][C:10]1[C:15](=[O:16])[N:14]2[CH2:17][C:18](=[O:23])[NH:19][C:20]([CH3:22])([CH3:21])[C:13]2=[N:12][C:11]=1[C:24]([O:26]CC)=O)(=O)C1C=CC=CC=1.[F:29][C:30]1[CH:37]=[CH:36][C:33]([CH2:34][NH2:35])=[CH:32][CH:31]=1.C(N(CC)CC)C. Product: [F:29][C:30]1[CH:37]=[CH:36][C:33]([CH2:34][NH:35][C:24]([C:11]2[N:12]=[C:13]3[C:20]([CH3:21])([CH3:22])[NH:19][C:18](=[O:23])[CH2:17][N:14]3[C:15](=[O:16])[C:10]=2[OH:9])=[O:26])=[CH:32][CH:31]=1. The catalyst class is: 39. (9) Reactant: Cl.[F:2][C:3]1([F:8])[CH2:7][CH2:6][NH:5][CH2:4]1.[OH-].[Na+].Br[CH2:12][CH2:13][CH2:14][N:15]1[CH2:19][CH2:18][N:17]([CH2:20][CH2:21][CH2:22]OS(C)(=O)=O)[C:16]1=[C:28]([C:31]#[N:32])[C:29]#[N:30].C(=O)([O-])[O-].[K+].[K+]. Product: [F:2][C:3]1([F:8])[CH2:7][CH2:6][N:5]([CH2:12][CH2:13][CH2:14][N:15]2[CH2:19][CH2:18][N:17]([CH2:20][CH2:21][CH2:22][N:5]3[CH2:6][CH2:7][C:3]([F:8])([F:2])[CH2:4]3)[C:16]2=[C:28]([C:31]#[N:32])[C:29]#[N:30])[CH2:4]1. The catalyst class is: 38. (10) Reactant: [CH2:1]([O:8][C:9]([N:11]1[CH2:16][CH2:15][CH:14]([CH:17]=O)[CH2:13][CH2:12]1)=[O:10])[C:2]1[CH:7]=[CH:6][CH:5]=[CH:4][CH:3]=1.C(O)(=O)[CH2:20][C:21]([OH:23])=[O:22].N1C=CC=CC=1.N1CCCCC1. Product: [CH2:1]([O:8][C:9]([N:11]1[CH2:12][CH2:13][CH:14]([CH:17]=[CH:20][C:21]([OH:23])=[O:22])[CH2:15][CH2:16]1)=[O:10])[C:2]1[CH:3]=[CH:4][CH:5]=[CH:6][CH:7]=1. The catalyst class is: 13.